Dataset: Full USPTO retrosynthesis dataset with 1.9M reactions from patents (1976-2016). Task: Predict the reactants needed to synthesize the given product. (1) Given the product [Cl:13][C:10]1[CH:11]=[CH:12][C:7]([C:6]2[O:5][N:4]=[C:3]([C:14]([NH:16][CH:17]3[CH2:21][CH2:20][CH2:19][CH2:18]3)=[O:15])[C:2]=2[CH:22]2[CH2:24][CH2:23]2)=[CH:8][CH:9]=1, predict the reactants needed to synthesize it. The reactants are: Br[C:2]1[C:3]([C:14]([NH:16][CH:17]2[CH2:21][CH2:20][CH2:19][CH2:18]2)=[O:15])=[N:4][O:5][C:6]=1[C:7]1[CH:12]=[CH:11][C:10]([Cl:13])=[CH:9][CH:8]=1.[CH:22]1(B(O)O)[CH2:24][CH2:23]1.C1(P(C2CCCCC2)C2CCCCC2)CCCCC1.P([O-])([O-])([O-])=O.[K+].[K+].[K+]. (2) Given the product [CH3:1][NH:2][CH2:16][C:17]1([CH2:40][C:41]2[CH:42]=[CH:43][C:44]([C:45]([OH:47])=[O:46])=[CH:48][CH:49]=2)[CH2:22][CH2:21][N:20]([CH2:23][C:24](=[O:39])[NH:25][C:26]2[CH:31]=[CH:30][C:29]([O:32][C:33]3[CH:38]=[CH:37][CH:36]=[CH:35][CH:34]=3)=[CH:28][CH:27]=2)[CH2:19][CH2:18]1, predict the reactants needed to synthesize it. The reactants are: [CH3:1][N:2]([CH2:16][C:17]1([CH2:40][C:41]2[CH:49]=[CH:48][C:44]([C:45]([OH:47])=[O:46])=[CH:43][CH:42]=2)[CH2:22][CH2:21][N:20]([CH2:23][C:24](=[O:39])[NH:25][C:26]2[CH:31]=[CH:30][C:29]([O:32][C:33]3[CH:38]=[CH:37][CH:36]=[CH:35][CH:34]=3)=[CH:28][CH:27]=2)[CH2:19][CH2:18]1)CC1C(OC)=CC(OC)=CC=1OC. (3) The reactants are: [C:1]([O-:4])(=[O:3])[CH3:2].[K+].C(O)(=O)C.Cl[CH2:11][C:12]([C:14]1[CH:19]=[CH:18][CH:17]=[CH:16][CH:15]=1)=[O:13].O. Given the product [C:1]([O:4][CH2:11][C:12]([C:14]1[CH:19]=[CH:18][CH:17]=[CH:16][CH:15]=1)=[O:13])(=[O:3])[CH3:2], predict the reactants needed to synthesize it.